Task: Predict the reactants needed to synthesize the given product.. Dataset: Full USPTO retrosynthesis dataset with 1.9M reactions from patents (1976-2016) (1) Given the product [F:14][C:5]([F:4])([F:13])[C:6]1[N:7]=[CH:8][C:9]([OH:12])=[CH:10][N:11]=1, predict the reactants needed to synthesize it. The reactants are: C[O-].[Na+].[F:4][C:5]([F:14])([F:13])[C:6]1[NH:7][CH2:8][CH:9]([OH:12])[CH2:10][N:11]=1.[N+](C1C=CC=CC=1)([O-])=O. (2) Given the product [NH2:1][CH:4]1[C:10]2[CH:11]=[CH:12][CH:13]=[CH:14][C:9]=2[CH:8]=[N:7][N:6]([CH3:15])[C:5]1=[O:16], predict the reactants needed to synthesize it. The reactants are: [N:1]([CH:4]1[C:10]2[CH:11]=[CH:12][CH:13]=[CH:14][C:9]=2[CH:8]=[N:7][N:6]([CH3:15])[C:5]1=[O:16])=[N+]=[N-]. (3) Given the product [F:38][C:33]1[CH:34]=[CH:35][CH:36]=[CH:37][C:32]=1[C:30]1[CH:29]=[CH:28][C:26]2[N:27]=[C:21]([C:17]3[CH:16]=[C:15]([C:12]4[CH:13]=[CH:14][C:9]([S:6]([NH2:5])(=[O:7])=[O:8])=[CH:10][CH:11]=4)[CH:20]=[CH:19][CH:18]=3)[CH2:22][C:23](=[O:39])[NH:24][C:25]=2[CH:31]=1, predict the reactants needed to synthesize it. The reactants are: C([NH:5][S:6]([C:9]1[CH:14]=[CH:13][C:12]([C:15]2[CH:20]=[CH:19][CH:18]=[C:17]([C:21]3[CH2:22][C:23](=[O:39])[NH:24][C:25]4[CH:31]=[C:30]([C:32]5[CH:37]=[CH:36][CH:35]=[CH:34][C:33]=5[F:38])[CH:29]=[CH:28][C:26]=4[N:27]=3)[CH:16]=2)=[CH:11][CH:10]=1)(=[O:8])=[O:7])(C)(C)C.C(O)(C(F)(F)F)=O. (4) Given the product [N+:1]([C:4]1[CH:5]=[CH:6][C:7]2[O:11][C:10]([C:12]([O:14][CH:49]([CH2:50][O:51][CH2:52][CH3:53])[CH2:48][O:47][CH2:45][CH3:46])=[O:13])=[CH:9][C:8]=2[CH:15]=1)([O-:3])=[O:2], predict the reactants needed to synthesize it. The reactants are: [N+:1]([C:4]1[CH:5]=[CH:6][C:7]2[O:11][C:10]([C:12]([OH:14])=[O:13])=[CH:9][C:8]=2[CH:15]=1)([O-:3])=[O:2].ON1C2C=CC=CC=2N=N1.CCN=C=NCCCN(C)C.Cl.C(N(CC)CC)C.[CH2:45]([O:47][CH2:48][CH:49](O)[CH2:50][O:51][CH2:52][CH3:53])[CH3:46].[Cl-].[NH4+]. (5) Given the product [CH:1]1([NH:7][C:21]([NH:20][C:12]2[CH:13]=[C:14]([C:16]([F:18])([F:19])[F:17])[CH:15]=[C:10]([C:9]([F:8])([F:23])[F:24])[CH:11]=2)=[O:22])[CH2:6][CH2:5][CH2:4][CH2:3][CH2:2]1, predict the reactants needed to synthesize it. The reactants are: [CH:1]1([NH2:7])[CH2:6][CH2:5][CH2:4][CH2:3][CH2:2]1.[F:8][C:9]([F:24])([F:23])[C:10]1[CH:11]=[C:12]([N:20]=[C:21]=[O:22])[CH:13]=[C:14]([C:16]([F:19])([F:18])[F:17])[CH:15]=1.